From a dataset of Catalyst prediction with 721,799 reactions and 888 catalyst types from USPTO. Predict which catalyst facilitates the given reaction. (1) Reactant: [CH3:1][O:2][C:3](=[O:44])[C@H:4]1[O:31][CH:8]([O:9][C:10]2[CH:15]=[CH:14][C:13]([CH2:16][CH2:17][CH2:18][CH2:19][NH:20]C(OCC3C=CC=CC=3)=O)=[CH:12][CH:11]=2)[C@H:7]([O:32][C:33](=[O:35])[CH3:34])[C@@H:6]([O:36][C:37](=[O:39])[CH3:38])[C@@H:5]1[O:40][C:41](=[O:43])[CH3:42]. Product: [CH3:1][O:2][C:3](=[O:44])[C@H:4]1[O:31][CH:8]([O:9][C:10]2[CH:11]=[CH:12][C:13]([CH2:16][CH2:17][CH2:18][CH2:19][NH2:20])=[CH:14][CH:15]=2)[C@H:7]([O:32][C:33](=[O:35])[CH3:34])[C@@H:6]([O:36][C:37](=[O:39])[CH3:38])[C@@H:5]1[O:40][C:41](=[O:43])[CH3:42]. The catalyst class is: 19. (2) Product: [Cl:26][C:23]1[CH:24]=[CH:25][C:20]([C:18]2[N:19]=[C:14]([N:3]3[CH:7]=[CH:6][N:5]=[CH:4]3)[N:15]3[C:38](=[O:39])[NH:35][N:34]=[C:16]3[C:17]=2[C:27]2[CH:28]=[CH:29][C:30]([Cl:33])=[CH:31][CH:32]=2)=[CH:21][CH:22]=1. The catalyst class is: 161. Reactant: C([N:3]1[CH:7]=[CH:6][N:5]=[CH:4]1)([N:3]1[CH:7]=[CH:6][N:5]=[CH:4]1)=O.Cl[C:14]1[N:19]=[C:18]([C:20]2[CH:25]=[CH:24][C:23]([Cl:26])=[CH:22][CH:21]=2)[C:17]([C:27]2[CH:32]=[CH:31][C:30]([Cl:33])=[CH:29][CH:28]=2)=[C:16]([NH:34][NH2:35])[N:15]=1.C1C[O:39][CH2:38]C1. (3) Reactant: CCN(S(F)(F)[F:7])CC.[Cl:10][C:11]1[C:16]2[O:17][C:18]3[CH2:23][CH2:22][N:21]([CH2:24][C:25]4[CH:30]=[CH:29][C:28]([O:31][CH3:32])=[CH:27][CH:26]=4)[CH:20]([CH2:33]O)[C:19]=3[C:15]=2[CH:14]=[C:13]([S:35]([C:38]2[CH:43]=[CH:42][CH:41]=[CH:40][CH:39]=2)(=[O:37])=[O:36])[CH:12]=1. Product: [Cl:10][C:11]1[C:16]2[O:17][C:18]3[CH2:23][CH2:22][N:21]([CH2:24][C:25]4[CH:30]=[CH:29][C:28]([O:31][CH3:32])=[CH:27][CH:26]=4)[CH:20]([CH2:33][F:7])[C:19]=3[C:15]=2[CH:14]=[C:13]([S:35]([C:38]2[CH:43]=[CH:42][CH:41]=[CH:40][CH:39]=2)(=[O:37])=[O:36])[CH:12]=1. The catalyst class is: 4. (4) Reactant: [CH2:1]([NH2:4])[CH:2]=[CH2:3].Cl[CH2:6][Si:7]([CH3:10])([CH3:9])[CH3:8].[OH-].[Na+]. Product: [CH3:6][Si:7]([CH2:10][NH:4][CH2:1][CH:2]=[CH2:3])([CH3:9])[CH3:8]. The catalyst class is: 6. (5) Reactant: [F:1][C:2]1[CH:3]=[C:4]([CH3:11])[CH:5]=[CH:6][C:7]=1[N+:8]([O-])=O.[CH:12]([Mg]Br)=[CH2:13].[Cl-].[NH4+]. Product: [F:1][C:2]1[CH:3]=[C:4]([CH3:11])[CH:5]=[C:6]2[C:7]=1[NH:8][CH:13]=[CH:12]2. The catalyst class is: 7. (6) Reactant: [F:1][C:2]([F:19])([O:6][C:7]1[CH:12]=[CH:11][C:10]([N:13]2[CH2:18][CH2:17][NH:16][CH2:15][CH2:14]2)=[CH:9][CH:8]=1)[CH:3]([F:5])[F:4].C(N(CC)CC)C.[CH3:27][S:28](Cl)(=[O:30])=[O:29]. Product: [CH3:27][S:28]([N:16]1[CH2:17][CH2:18][N:13]([C:10]2[CH:11]=[CH:12][C:7]([O:6][C:2]([F:1])([F:19])[CH:3]([F:4])[F:5])=[CH:8][CH:9]=2)[CH2:14][CH2:15]1)(=[O:30])=[O:29]. The catalyst class is: 2. (7) Reactant: [CH:1]1([CH2:7][OH:8])[CH2:6][CH2:5][CH2:4][CH2:3][CH2:2]1.[F:9][C:10]1[CH:15]=[CH:14][C:13]([S:16]([C@@:19]2([C:37]3[CH:42]=[CH:41][C:40]([C:43](O)([C:48]([F:51])([F:50])[F:49])[C:44]([F:47])([F:46])[F:45])=[CH:39][CH:38]=3)[CH2:23][CH2:22][N:21]([C:24]([N:26]3[CH2:31][CH2:30][CH:29]([C:32]([O:34][CH2:35][CH3:36])=[O:33])[CH2:28][CH2:27]3)=[O:25])[CH2:20]2)(=[O:18])=[O:17])=[CH:12][CH:11]=1.C1(P(C2C=CC=CC=2)C2C=CC=CC=2)C=CC=CC=1.CN(C)C(N=NC(N(C)C)=O)=O. Product: [CH:1]1([CH2:7][O:8][C:43]([C:40]2[CH:39]=[CH:38][C:37]([C@:19]3([S:16]([C:13]4[CH:12]=[CH:11][C:10]([F:9])=[CH:15][CH:14]=4)(=[O:17])=[O:18])[CH2:23][CH2:22][N:21]([C:24]([N:26]4[CH2:31][CH2:30][CH:29]([C:32]([O:34][CH2:35][CH3:36])=[O:33])[CH2:28][CH2:27]4)=[O:25])[CH2:20]3)=[CH:42][CH:41]=2)([C:44]([F:47])([F:46])[F:45])[C:48]([F:49])([F:51])[F:50])[CH2:6][CH2:5][CH2:4][CH2:3][CH2:2]1. The catalyst class is: 11. (8) Reactant: [C:1]([C:3]1[S:4][C:5]2[CH:11]=[C:10]([OH:12])[CH:9]=[CH:8][C:6]=2[N:7]=1)#[N:2].[CH2:13](Br)[CH:14]=[CH2:15].C(=O)([O-])[O-].[K+].[K+].O. Product: [CH2:15]([O:12][C:10]1[CH:9]=[CH:8][C:6]2[N:7]=[C:3]([C:1]#[N:2])[S:4][C:5]=2[CH:11]=1)[CH:14]=[CH2:13]. The catalyst class is: 9. (9) Reactant: [C:1]1([C@@H:7]([CH3:10])[CH2:8][NH2:9])[CH:6]=[CH:5][CH:4]=[CH:3][CH:2]=1.[OH-].[Na+].[C:13]1([CH3:22])[C:14]([C:19](Cl)=[O:20])=[CH:15][CH:16]=[CH:17][CH:18]=1. Product: [CH3:22][C:13]1[CH:18]=[CH:17][CH:16]=[CH:15][C:14]=1[C:19]([NH:9][CH2:8][C@@H:7]([C:1]1[CH:6]=[CH:5][CH:4]=[CH:3][CH:2]=1)[CH3:10])=[O:20]. The catalyst class is: 4.